Dataset: Full USPTO retrosynthesis dataset with 1.9M reactions from patents (1976-2016). Task: Predict the reactants needed to synthesize the given product. (1) Given the product [Cl:1][C:2]1[CH:3]=[CH:4][C:5]([NH:8][C:9](=[O:16])[C:10]([C:2]2[CH:7]=[CH:6][CH:5]=[CH:4][CH:3]=2)([C:17]2[CH:22]=[CH:21][CH:20]=[CH:19][CH:18]=2)[C:11]([O:13][CH2:14][CH3:15])=[O:12])=[CH:6][CH:7]=1, predict the reactants needed to synthesize it. The reactants are: [Cl:1][C:2]1[CH:7]=[CH:6][C:5]([NH:8][C:9](=[O:16])[CH2:10][C:11]([O:13][CH2:14][CH3:15])=[O:12])=[CH:4][CH:3]=1.[C:17]1[CH:22]=[CH:21][CH:20]=[CH:19][C:18]#1.[F-].[Cs+]. (2) Given the product [C:23]([NH:22][S:21]([C:18]1[S:17][C:16]([C:9]2[N:10]=[C:11]([CH:13]3[CH2:15][CH2:14]3)[CH:12]=[C:7]([NH:31][C:32]3[NH:36][N:35]=[C:34]([CH:44]4[CH2:46][CH2:45]4)[CH:33]=3)[N:8]=2)=[CH:20][CH:19]=1)(=[O:27])=[O:28])([CH3:26])([CH3:25])[CH3:24], predict the reactants needed to synthesize it. The reactants are: FC(F)(F)S(O[C:7]1[CH:12]=[C:11]([CH:13]2[CH2:15][CH2:14]2)[N:10]=[C:9]([C:16]2[S:17][C:18]([S:21](=[O:28])(=[O:27])[NH:22][C:23]([CH3:26])([CH3:25])[CH3:24])=[CH:19][CH:20]=2)[N:8]=1)(=O)=O.[NH2:31][C:32]1[N:36](C(OC(C)(C)C)=O)[N:35]=[C:34]([CH:44]2[CH2:46][CH2:45]2)[CH:33]=1.C1C=CC(P(C2C=CC=CC=2)C2C=CC=CC=2)=CC=1.C([O-])([O-])=O.[K+].[K+]. (3) The reactants are: [N:1]1[CH:6]=[CH:5][C:4]([C:7](=O)[CH2:8][C:9]([O:11]CC)=O)=[CH:3][CH:2]=1.[NH2:15][C:16]1[CH:20]([N:21]2[C:29](=[O:30])[C:28]3[C:23](=[CH:24][CH:25]=[CH:26][CH:27]=3)[C:22]2=[O:31])[CH2:19][CH2:18][N:17]=1. Given the product [O:11]=[C:9]1[N:17]2[CH2:18][CH2:19][CH:20]([N:21]3[C:29](=[O:30])[C:28]4[C:23](=[CH:24][CH:25]=[CH:26][CH:27]=4)[C:22]3=[O:31])[C:16]2=[N:15][C:7]([C:4]2[CH:3]=[CH:2][N:1]=[CH:6][CH:5]=2)=[CH:8]1, predict the reactants needed to synthesize it. (4) Given the product [OH:8][C:9]1[CH:14]=[CH:13][C:12]([CH2:15][CH2:16][S:17][CH:18]([CH2:23][C:24]2[CH:29]=[CH:28][C:27]([CH2:30][CH2:31][O:32][C:33]3[CH:34]=[CH:35][C:36]([O:39][S:40]([CH3:43])(=[O:42])=[O:41])=[CH:37][CH:38]=3)=[CH:26][CH:25]=2)[C:19]([O:21][CH3:22])=[O:20])=[CH:11][CH:10]=1, predict the reactants needed to synthesize it. The reactants are: C([O:8][C:9]1[CH:14]=[CH:13][C:12]([CH2:15][CH2:16][S:17][CH:18]([CH2:23][C:24]2[CH:29]=[CH:28][C:27]([CH2:30][CH2:31][O:32][C:33]3[CH:38]=[CH:37][C:36]([O:39][S:40]([CH3:43])(=[O:42])=[O:41])=[CH:35][CH:34]=3)=[CH:26][CH:25]=2)[C:19]([O:21][CH3:22])=[O:20])=[CH:11][CH:10]=1)C1C=CC=CC=1.ClCCl.CSC.B(F)(F)F.CCOCC. (5) Given the product [CH3:15][C:16]([CH3:20])([CH3:19])[C:17]#[C:18][C:2]1[S:6][C:5]([S:7]([N:10]2[CH:14]=[CH:13][CH:12]=[CH:11]2)(=[O:9])=[O:8])=[CH:4][CH:3]=1, predict the reactants needed to synthesize it. The reactants are: Br[C:2]1[S:6][C:5]([S:7]([N:10]2[CH:14]=[CH:13][CH:12]=[CH:11]2)(=[O:9])=[O:8])=[CH:4][CH:3]=1.[CH3:15][C:16]([CH3:20])([CH3:19])[C:17]#[CH:18].N1CCCCC1. (6) The reactants are: Br[C:2]1[CH:18]=[CH:17][C:5]2[O:6][CH2:7][CH2:8][C:9]3[S:13][C:12]([C:14]([NH2:16])=[O:15])=[N:11][C:10]=3[C:4]=2[CH:3]=1.[C:19]([C:21]1([OH:28])[CH2:25][CH2:24][N:23]([CH3:26])[C:22]1=[O:27])#[CH:20]. Given the product [OH:28][C:21]1([C:19]#[C:20][C:2]2[CH:18]=[CH:17][C:5]3[O:6][CH2:7][CH2:8][C:9]4[S:13][C:12]([C:14]([NH2:16])=[O:15])=[N:11][C:10]=4[C:4]=3[CH:3]=2)[CH2:25][CH2:24][N:23]([CH3:26])[C:22]1=[O:27], predict the reactants needed to synthesize it. (7) Given the product [CH3:14][C:5]1[NH:6][C:7]2[C:3]([C:4]=1[CH3:15])=[C:2]([C:28]1[CH:29]=[CH:24][CH:25]=[C:26]([S:30]([CH:33]=[CH2:34])(=[O:31])=[O:32])[CH:27]=1)[CH:10]=[CH:9][C:8]=2[C:11]([NH2:13])=[O:12], predict the reactants needed to synthesize it. The reactants are: Br[C:2]1[CH:10]=[CH:9][C:8]([C:11]([NH2:13])=[O:12])=[C:7]2[C:3]=1[C:4]([CH3:15])=[C:5]([CH3:14])[NH:6]2.CC1(C)C(C)(C)OB([C:24]2[CH:29]=[CH:28][CH:27]=[C:26]([S:30]([CH:33]=[CH2:34])(=[O:32])=[O:31])[CH:25]=2)O1.[O-]P([O-])([O-])=O.[K+].[K+].[K+].